Dataset: Reaction yield outcomes from USPTO patents with 853,638 reactions. Task: Predict the reaction yield, written as a fraction of the theoretical maximum amount of product (1.0 means a 100% yield; for example, 0.34 means a 34% yield). (1) The reactants are Br[C:2]1[C:10]2[O:9][CH2:8][CH2:7][C:6]=2[CH:5]=[C:4]([F:11])[CH:3]=1.[OH:12][C:13]1[CH:18]=[CH:17][C:16](B(O)O)=[CH:15][CH:14]=1.C(=O)([O-])[O-].[Na+].[Na+].C(=O)([O-])[O-].[K+].[K+].Br[CH2:35][C:36]1[CH:37]=[C:38]([CH:43]=[CH:44][CH:45]=1)[C:39]([O:41]C)=[O:40]. The catalyst is C1C=CC([P]([Pd]([P](C2C=CC=CC=2)(C2C=CC=CC=2)C2C=CC=CC=2)([P](C2C=CC=CC=2)(C2C=CC=CC=2)C2C=CC=CC=2)[P](C2C=CC=CC=2)(C2C=CC=CC=2)C2C=CC=CC=2)(C2C=CC=CC=2)C2C=CC=CC=2)=CC=1.C(OCC)(=O)C.CN(C=O)C.O.O1CCOCC1. The product is [F:11][C:4]1[CH:3]=[C:2]([C:16]2[CH:17]=[CH:18][C:13]([O:12][CH2:35][C:36]3[CH:37]=[C:38]([CH:43]=[CH:44][CH:45]=3)[C:39]([OH:41])=[O:40])=[CH:14][CH:15]=2)[C:10]2[O:9][CH2:8][CH2:7][C:6]=2[CH:5]=1. The yield is 0.290. (2) The reactants are [S:1]1[C:5]2[CH:6]=[CH:7][CH:8]=[CH:9][C:4]=2[N:3]=[C:2]1[C:10]1[C:14]([NH2:15])=[CH:13][NH:12][N:11]=1.[CH:16]1([C:19](Cl)=[O:20])[CH2:18][CH2:17]1.N1C2C=CC=CC=2N=C1C1C(NC(=O)C(C)C)=CNN=1. No catalyst specified. The product is [S:1]1[C:5]2[CH:6]=[CH:7][CH:8]=[CH:9][C:4]=2[N:3]=[C:2]1[C:10]1[C:14]([NH:15][C:19]([CH:16]2[CH2:18][CH2:17]2)=[O:20])=[CH:13][NH:12][N:11]=1. The yield is 0.500. (3) The reactants are [CH2:1]([O:3][CH:4]([O:7][CH2:8][CH3:9])[C:5]#[CH:6])[CH3:2].[CH3:10][C:11]1([CH3:18])[C:15]([CH3:17])([CH3:16])[O:14][BH:13][O:12]1.C(N(CC)CC)C. The catalyst is O1CCCC1.[H-].[Cl-].C1([Zr+2]C2C=CC=C2)C=CC=C1. The product is [CH2:1]([O:3][CH:4]([O:7][CH2:8][CH3:9])/[CH:5]=[CH:6]/[B:13]1[O:14][C:15]([CH3:17])([CH3:16])[C:11]([CH3:18])([CH3:10])[O:12]1)[CH3:2]. The yield is 0.530. (4) The yield is 0.880. The product is [Cl:1][C:2]1[C:3]([NH:16][CH:17]2[CH2:22][CH2:21][NH:20][CH2:19][CH:18]2[CH2:30][CH3:31])=[N:4][C:5]([NH:8][C:9]2[CH:13]=[C:12]([CH3:14])[N:11]([CH3:15])[N:10]=2)=[N:6][CH:7]=1. The reactants are [Cl:1][C:2]1[C:3]([NH:16][CH:17]2[CH2:22][CH2:21][N:20](C(OC(C)(C)C)=O)[CH2:19][CH:18]2[CH2:30][CH3:31])=[N:4][C:5]([NH:8][C:9]2[CH:13]=[C:12]([CH3:14])[N:11]([CH3:15])[N:10]=2)=[N:6][CH:7]=1.Cl.CCOC(C)=O. The catalyst is C(Cl)Cl. (5) The yield is 0.770. No catalyst specified. The reactants are [CH3:1][O:2][C:3]1[CH:11]=[C:10]([N+:12]([O-:14])=[O:13])[CH:9]=[CH:8][C:4]=1[C:5]([OH:7])=[O:6].[C:15](=O)([O-])[O-].[K+].[K+].IC. The product is [CH3:1][O:2][C:3]1[CH:11]=[C:10]([N+:12]([O-:14])=[O:13])[CH:9]=[CH:8][C:4]=1[C:5]([O:7][CH3:15])=[O:6]. (6) The catalyst is CC(C)=O. The product is [CH3:1][C@H:2]1[C:14]23[CH:17]=[C:18]([CH3:21])[C@H:19]([OH:20])[C@@:13]2([OH:22])[C@H:12]2[C:11]([CH2:24][O:25][C:32]([CH3:37])([CH3:33])[O:23]2)=[CH:10][CH:9]([C:15]3=[O:16])[CH:5]2[C:6]([CH3:8])([CH3:7])[CH:4]2[CH2:3]1. The yield is 0.690. The reactants are [CH3:1][C@H:2]1[C@:14]23[CH:17]=[C:18]([CH3:21])[C@H:19]([OH:20])[C@@:13]2([OH:22])[C@H:12]([OH:23])[C:11]([CH2:24][OH:25])=[CH:10][C@H:9]([C:15]3=[O:16])[C@@H:5]2[C:6]([CH3:8])([CH3:7])[C@@H:4]2[CH2:3]1.C([O-])(O)=O.[Na+].O.[C:32]1(C)[CH:37]=CC(S(O)(=O)=O)=C[CH:33]=1. (7) The reactants are [Cl:1][C:2]([Cl:30])([Cl:29])[CH2:3][O:4][C:5]([C@@H:7]1[CH2:12][CH2:11][CH2:10][N:9]([C:13](=[O:28])[C@@H:14]([NH:20][C:21]([O:23]C(C)(C)C)=O)[CH2:15][O:16][CH:17]([F:19])[F:18])[NH:8]1)=[O:6].FC(F)(F)S(O[Si](C)(C)C)(=O)=O.C(N(CC)C(C)C)(C)C.[C:52]([O:56][C:57]([NH:59][C@H:60](C(O)=O)[CH:61]([CH3:63])[CH3:62])=[O:58])([CH3:55])([CH3:54])[CH3:53].F[P-](F)(F)(F)(F)F.CN(C(N(C)C)=[N+]1C2C(=NC=CC=2)[N+]([O-])=N1)C. The catalyst is ClCCl.C(#N)C. The product is [Cl:30][C:2]([Cl:1])([Cl:29])[CH2:3][O:4][C:5]([C@@H:7]1[CH2:12][CH2:11][CH2:10][N:9]([C:13](=[O:28])[C@@H:14]([NH:20][C:21](=[O:23])[C@@H:60]([NH:59][C:57]([O:56][C:52]([CH3:54])([CH3:53])[CH3:55])=[O:58])[CH:61]([CH3:63])[CH3:62])[CH2:15][O:16][CH:17]([F:18])[F:19])[NH:8]1)=[O:6]. The yield is 0.610.